Dataset: Full USPTO retrosynthesis dataset with 1.9M reactions from patents (1976-2016). Task: Predict the reactants needed to synthesize the given product. (1) Given the product [CH2:17]([O:6][C:5]1[CH:4]=[C:3]([CH:11]=[CH:10][C:7]=1[O:8][CH3:9])[CH:2]=[O:1])[CH2:16][CH2:15][CH2:14][C:13]#[CH:12], predict the reactants needed to synthesize it. The reactants are: [O:1]=[CH:2][C:3]1[CH:11]=[CH:10][C:7]([O:8][CH3:9])=[C:5]([OH:6])[CH:4]=1.[CH3:12][C:13]1C=[CH:17][C:16](S(OCCCCC#C)(=O)=O)=[CH:15][CH:14]=1. (2) Given the product [Cl:1][C:2]1[CH:7]=[CH:6][C:5]([O:8][CH2:23][C:24]2[CH:29]=[CH:28][CH:27]=[C:26]([S:30]([CH3:33])(=[O:32])=[O:31])[CH:25]=2)=[CH:4][C:3]=1[N:9]1[C:13]2[CH:14]=[CH:15][CH:16]=[C:17]([C:18]([F:21])([F:19])[F:20])[C:12]=2[N:11]=[CH:10]1, predict the reactants needed to synthesize it. The reactants are: [Cl:1][C:2]1[CH:7]=[CH:6][C:5]([OH:8])=[CH:4][C:3]=1[N:9]1[C:13]2[CH:14]=[CH:15][CH:16]=[C:17]([C:18]([F:21])([F:20])[F:19])[C:12]=2[N:11]=[CH:10]1.Br[CH2:23][C:24]1[CH:29]=[CH:28][CH:27]=[C:26]([S:30]([CH3:33])(=[O:32])=[O:31])[CH:25]=1.